This data is from Full USPTO retrosynthesis dataset with 1.9M reactions from patents (1976-2016). The task is: Predict the reactants needed to synthesize the given product. (1) The reactants are: Cl.[F-:2].[F-].[F-].[NH2:5][C:6]1[CH:11]=[CH:10][CH:9]=[CH:8][C:7]=1[N+:12]([O-])=O.[OH-].[NH4+]. Given the product [F-:2].[F-:2].[F-:2].[NH2:5][C:6]1[CH:11]=[CH:10][CH:9]=[CH:8][C:7]=1[NH2:12], predict the reactants needed to synthesize it. (2) Given the product [OH:9][CH2:8][C:6]1[CH:5]=[C:4]([N:10]2[CH2:15][CH2:14][O:13][CH2:12][C@@H:11]2[CH3:16])[N:3]=[C:2]([C:29]2[CH:28]=[CH:27][C:26]([NH:25][C:24]([NH:23][C:20]3[CH:21]=[CH:22][O:18][N:19]=3)=[O:41])=[CH:31][CH:30]=2)[N:7]=1, predict the reactants needed to synthesize it. The reactants are: Cl[C:2]1[N:7]=[C:6]([CH2:8][OH:9])[CH:5]=[C:4]([N:10]2[CH2:15][CH2:14][O:13][CH2:12][C@@H:11]2[CH3:16])[N:3]=1.O.[O:18]1[CH:22]=[CH:21][C:20]([NH:23][C:24](=[O:41])[NH:25][C:26]2[CH:31]=[CH:30][C:29](B3OC(C)(C)C(C)(C)O3)=[CH:28][CH:27]=2)=[N:19]1.C(=O)([O-])[O-].[Na+].[Na+].